Dataset: NCI-60 drug combinations with 297,098 pairs across 59 cell lines. Task: Regression. Given two drug SMILES strings and cell line genomic features, predict the synergy score measuring deviation from expected non-interaction effect. (1) Drug 1: CC1=C2C(C(=O)C3(C(CC4C(C3C(C(C2(C)C)(CC1OC(=O)C(C(C5=CC=CC=C5)NC(=O)OC(C)(C)C)O)O)OC(=O)C6=CC=CC=C6)(CO4)OC(=O)C)OC)C)OC. Drug 2: CN(C)C1=NC(=NC(=N1)N(C)C)N(C)C. Cell line: SNB-19. Synergy scores: CSS=52.9, Synergy_ZIP=9.14, Synergy_Bliss=9.78, Synergy_Loewe=-21.5, Synergy_HSA=8.84. (2) Drug 1: C1=C(C(=O)NC(=O)N1)F. Drug 2: C1C(C(OC1N2C=C(C(=O)NC2=O)F)CO)O. Cell line: ACHN. Synergy scores: CSS=35.7, Synergy_ZIP=-10.8, Synergy_Bliss=-11.8, Synergy_Loewe=-3.89, Synergy_HSA=-2.57. (3) Drug 1: CCC1=CC2CC(C3=C(CN(C2)C1)C4=CC=CC=C4N3)(C5=C(C=C6C(=C5)C78CCN9C7C(C=CC9)(C(C(C8N6C)(C(=O)OC)O)OC(=O)C)CC)OC)C(=O)OC.C(C(C(=O)O)O)(C(=O)O)O. Drug 2: CN(C)C1=NC(=NC(=N1)N(C)C)N(C)C. Cell line: MALME-3M. Synergy scores: CSS=23.0, Synergy_ZIP=1.59, Synergy_Bliss=1.31, Synergy_Loewe=-37.0, Synergy_HSA=-3.12. (4) Drug 1: CNC(=O)C1=CC=CC=C1SC2=CC3=C(C=C2)C(=NN3)C=CC4=CC=CC=N4. Drug 2: CC1C(C(=O)NC(C(=O)N2CCCC2C(=O)N(CC(=O)N(C(C(=O)O1)C(C)C)C)C)C(C)C)NC(=O)C3=C4C(=C(C=C3)C)OC5=C(C(=O)C(=C(C5=N4)C(=O)NC6C(OC(=O)C(N(C(=O)CN(C(=O)C7CCCN7C(=O)C(NC6=O)C(C)C)C)C)C(C)C)C)N)C. Cell line: COLO 205. Synergy scores: CSS=25.5, Synergy_ZIP=29.3, Synergy_Bliss=28.3, Synergy_Loewe=25.8, Synergy_HSA=24.9. (5) Drug 1: CC1=CC=C(C=C1)C2=CC(=NN2C3=CC=C(C=C3)S(=O)(=O)N)C(F)(F)F. Drug 2: CC=C1C(=O)NC(C(=O)OC2CC(=O)NC(C(=O)NC(CSSCCC=C2)C(=O)N1)C(C)C)C(C)C. Cell line: MDA-MB-435. Synergy scores: CSS=53.1, Synergy_ZIP=1.19, Synergy_Bliss=-0.331, Synergy_Loewe=-60.5, Synergy_HSA=-1.91. (6) Drug 1: CC1=C(C(=O)C2=C(C1=O)N3CC4C(C3(C2COC(=O)N)OC)N4)N. Drug 2: C1CCC(C(C1)N)N.C(=O)(C(=O)[O-])[O-].[Pt+4]. Cell line: UO-31. Synergy scores: CSS=11.9, Synergy_ZIP=-4.10, Synergy_Bliss=-2.10, Synergy_Loewe=-0.996, Synergy_HSA=-1.69. (7) Drug 1: CC1=CC=C(C=C1)C2=CC(=NN2C3=CC=C(C=C3)S(=O)(=O)N)C(F)(F)F. Drug 2: CCC1=C2CN3C(=CC4=C(C3=O)COC(=O)C4(CC)O)C2=NC5=C1C=C(C=C5)O. Cell line: NCI-H460. Synergy scores: CSS=26.4, Synergy_ZIP=4.19, Synergy_Bliss=5.33, Synergy_Loewe=-85.4, Synergy_HSA=2.07. (8) Drug 1: CN1C(=O)N2C=NC(=C2N=N1)C(=O)N. Cell line: OVCAR-8. Synergy scores: CSS=21.8, Synergy_ZIP=-1.37, Synergy_Bliss=-2.18, Synergy_Loewe=-31.3, Synergy_HSA=-5.75. Drug 2: CCC1=C2CN3C(=CC4=C(C3=O)COC(=O)C4(CC)O)C2=NC5=C1C=C(C=C5)O.